From a dataset of Full USPTO retrosynthesis dataset with 1.9M reactions from patents (1976-2016). Predict the reactants needed to synthesize the given product. (1) Given the product [Cl:1][C:2]1[CH:8]=[CH:7][C:5]([NH:6][C:27](=[O:28])[CH3:26])=[CH:4][C:3]=1[O:9][CH2:10][CH:11]1[CH2:12][C:13]([F:15])([F:16])[CH2:14]1, predict the reactants needed to synthesize it. The reactants are: [Cl:1][C:2]1[CH:8]=[CH:7][C:5]([NH2:6])=[CH:4][C:3]=1[O:9][CH2:10][CH:11]1[CH2:14][C:13]([F:16])([F:15])[CH2:12]1.CCN(C(C)C)C(C)C.[CH3:26][C:27](OC(C)=O)=[O:28]. (2) Given the product [Cl:16][C:17]1[C:22]([NH:23][C:9](=[O:10])[O:11][C:12]([CH3:13])([CH3:14])[CH3:15])=[CH:21][C:20]([Cl:24])=[CH:19][N:18]=1, predict the reactants needed to synthesize it. The reactants are: [CH3:13][C:12]([O:11][C:9](O[C:9]([O:11][C:12]([CH3:15])([CH3:14])[CH3:13])=[O:10])=[O:10])([CH3:15])[CH3:14].[Cl:16][C:17]1[C:22]([NH2:23])=[CH:21][C:20]([Cl:24])=[CH:19][N:18]=1.C[Si]([N-][Si](C)(C)C)(C)C.[Na+].[Cl-].[Cl-].[Ca+2].Cl. (3) Given the product [F:1][C:2]1([F:11])[CH2:6][CH2:5][CH:4]([C:7]([NH2:12])=[O:8])[CH2:3]1, predict the reactants needed to synthesize it. The reactants are: [F:1][C:2]1([F:11])[CH2:6][CH2:5][CH:4]([C:7](OC)=[O:8])[CH2:3]1.[NH4+:12].[OH-]. (4) Given the product [NH2:33][C:3]1[S:4][C:5]2[N:6]=[C:7]([S:12][CH2:13][CH2:14][CH2:15][N:16]3[CH2:17][CH2:18][N:19]([C:22]4[CH:27]=[CH:26][CH:25]=[CH:24][N:23]=4)[CH2:20][CH2:21]3)[NH:8][C:9](=[O:11])[C:10]=2[C:2]=1[CH3:1], predict the reactants needed to synthesize it. The reactants are: [CH3:1][C:2]1[C:10]2[C:9](=[O:11])[NH:8][C:7]([S:12][CH2:13][CH2:14][CH2:15][N:16]3[CH2:21][CH2:20][N:19]([C:22]4[CH:27]=[CH:26][CH:25]=[CH:24][N:23]=4)[CH2:18][CH2:17]3)=[N:6][C:5]=2[S:4][C:3]=1C(O)=O.C([N:33](CC)CC)C.C1C=CC(P(N=[N+]=[N-])(C2C=CC=CC=2)=O)=CC=1. (5) Given the product [CH3:1][S:2]([C:5]1[N:6]=[C:7]([NH:31][CH2:32][C:33]2[CH:38]=[CH:37][CH:36]=[CH:35][N:34]=2)[C:8]2[C:13]([C:14]3[CH:19]=[CH:18][CH:17]=[CH:16][CH:15]=3)=[CH:12][O:11][C:9]=2[N:10]=1)(=[O:4])=[O:3], predict the reactants needed to synthesize it. The reactants are: [CH3:1][S:2]([C:5]1[N:6]=[C:7](S(C)(=O)=O)[C:8]2[C:13]([C:14]3[CH:19]=[CH:18][CH:17]=[CH:16][CH:15]=3)=[CH:12][O:11][C:9]=2[N:10]=1)(=[O:4])=[O:3].C(N(CC)CC)C.[NH2:31][CH2:32][C:33]1[CH:38]=[CH:37][CH:36]=[CH:35][N:34]=1.O. (6) Given the product [CH2:17]([N:9]1[C:4]2[CH:3]=[CH:2][CH:1]=[CH:6][C:5]=2[N:7]=[C:8]1[C:10]1[N:14]=[CH:13][S:12][CH:11]=1)[CH3:18], predict the reactants needed to synthesize it. The reactants are: [CH:1]1[CH:2]=[CH:3][C:4]2[N:9]=[C:8]([C:10]3[N:14]=[CH:13][S:12][CH:11]=3)[NH:7][C:5]=2[CH:6]=1.[OH-].[Na+].[CH2:17](OS(OCC)(=O)=O)[CH3:18]. (7) Given the product [C:1]([O:5][C:6]([NH:7][C:8]1[CH:9]=[CH:10][C:11]([O:14][C:26](=[O:32])[NH:45][N:36]2[CH2:37][CH2:38][C:39]3[C:44](=[CH:43][CH:42]=[CH:41][CH:40]=3)[CH2:35]2)=[CH:12][CH:13]=1)=[O:15])([CH3:4])([CH3:2])[CH3:3], predict the reactants needed to synthesize it. The reactants are: [C:1]([O:5][C:6](=[O:15])[NH:7][C:8]1[CH:13]=[CH:12][C:11]([OH:14])=[CH:10][CH:9]=1)([CH3:4])([CH3:3])[CH3:2].N1C=CC=CC=1.ClC(Cl)(O[C:26](=[O:32])OC(Cl)(Cl)Cl)Cl.Cl.[CH2:35]1[C:44]2[C:39](=[CH:40][CH:41]=[CH:42][CH:43]=2)[CH2:38][CH2:37][N:36]1[NH2:45]. (8) Given the product [CH2:18]([O:17][C:15]([C@H:10]([CH2:9][C:5]1[CH:6]=[C:7]2[C:2](=[C:3]([CH3:25])[CH:4]=1)[NH:1][N:31]=[CH:8]2)[C:11]([O:13][CH3:14])=[O:12])=[O:16])[C:19]1[CH:20]=[CH:21][CH:22]=[CH:23][CH:24]=1, predict the reactants needed to synthesize it. The reactants are: [NH2:1][C:2]1[C:7]([CH3:8])=[CH:6][C:5]([CH2:9][C@@H:10]([C:15]([O:17][CH2:18][C:19]2[CH:24]=[CH:23][CH:22]=[CH:21][CH:20]=2)=[O:16])[C:11]([O:13][CH3:14])=[O:12])=[CH:4][C:3]=1[CH3:25].C([O-])(=O)C.[K+].[N:31](OCCC(C)C)=O.C(=O)(O)[O-].[Na+].C(NCC)C.CCCCCCC. (9) Given the product [Br-:8].[CH2:1]([N+:12]12[CH2:16][CH2:15][O:14][CH:13]1[O:9][CH2:10][CH2:11]2)[C:2]1[CH:7]=[CH:6][CH:5]=[CH:4][CH:3]=1, predict the reactants needed to synthesize it. The reactants are: [CH2:1]([Br:8])[C:2]1[CH:7]=[CH:6][CH:5]=[CH:4][CH:3]=1.[O:9]1[CH:13]2[O:14][CH2:15][CH2:16][N:12]2[CH2:11][CH2:10]1. (10) Given the product [NH2:20][CH2:23][C:24]1[CH:25]=[N:26][CH:27]=[CH:28][C:29]=1[Cl:30], predict the reactants needed to synthesize it. The reactants are: C1(P(C2C=CC=CC=2)C2C=CC=CC=2)C=CC=CC=1.[N:20]([CH2:23][C:24]1[CH:25]=[N:26][CH:27]=[CH:28][C:29]=1[Cl:30])=[N+]=[N-].[OH-].[Na+].Cl.